This data is from Catalyst prediction with 721,799 reactions and 888 catalyst types from USPTO. The task is: Predict which catalyst facilitates the given reaction. Reactant: [CH2:1]([O:3][C:4](=[O:17])[CH2:5][C:6]1[C:7]2[CH:14]=[CH:13][C:12]([O:15]C)=[CH:11][C:8]=2[S:9][CH:10]=1)[CH3:2].B(Br)(Br)Br. Product: [CH2:1]([O:3][C:4](=[O:17])[CH2:5][C:6]1[C:7]2[CH:14]=[CH:13][C:12]([OH:15])=[CH:11][C:8]=2[S:9][CH:10]=1)[CH3:2]. The catalyst class is: 4.